Dataset: Full USPTO retrosynthesis dataset with 1.9M reactions from patents (1976-2016). Task: Predict the reactants needed to synthesize the given product. (1) Given the product [CH2:1]([N:8]([C:27]([CH:24]1[CH2:26][CH2:25]1)=[O:28])[C:9]1[CH:13]=[C:12]([C:14]2[CH:19]=[CH:18][CH:17]=[CH:16][CH:15]=2)[S:11][C:10]=1[C:20]([OH:22])=[O:21])[C:2]1[CH:7]=[CH:6][CH:5]=[CH:4][CH:3]=1, predict the reactants needed to synthesize it. The reactants are: [CH2:1]([NH:8][C:9]1[CH:13]=[C:12]([C:14]2[CH:19]=[CH:18][CH:17]=[CH:16][CH:15]=2)[S:11][C:10]=1[C:20]([O-:22])=[O:21])[C:2]1[CH:7]=[CH:6][CH:5]=[CH:4][CH:3]=1.[Na+].[CH:24]1([C:27](Cl)=[O:28])[CH2:26][CH2:25]1.O1CCOCC1. (2) Given the product [F:17][CH:13]([F:18])[O:11][C:8]1[CH:9]=[CH:10][C:5]([C:3]([O:2][CH3:1])=[O:4])=[N:6][CH:7]=1, predict the reactants needed to synthesize it. The reactants are: [CH3:1][O:2][C:3]([C:5]1[CH:10]=[CH:9][C:8]([OH:11])=[CH:7][N:6]=1)=[O:4].Cl[C:13]([F:18])([F:17])C([O-])=O.[Na+].C(=O)([O-])[O-].[Cs+].[Cs+].